Predict the reactants needed to synthesize the given product. From a dataset of Full USPTO retrosynthesis dataset with 1.9M reactions from patents (1976-2016). (1) The reactants are: [C:1]1([C:29]2[CH:34]=[CH:33][CH:32]=[CH:31][CH:30]=2)[CH:6]=[CH:5][C:4]([N:7]2[C:19]3[CH:18]=[C:17]4[C:20]([CH3:28])([CH3:27])[C:21]5[C:26]([C:16]4=[CH:15][C:14]=3[C:13]3[C:8]2=[CH:9][CH:10]=[CH:11][CH:12]=3)=[CH:25][CH:24]=[CH:23][CH:22]=5)=[CH:3][CH:2]=1.[Br:35]N1C(=O)CCC1=O. Given the product [C:1]1([C:29]2[CH:34]=[CH:33][CH:32]=[CH:31][CH:30]=2)[CH:2]=[CH:3][C:4]([N:7]2[C:19]3[CH:18]=[C:17]4[C:20]([CH3:27])([CH3:28])[C:21]5[C:26]([C:16]4=[CH:15][C:14]=3[C:13]3[C:8]2=[CH:9][CH:10]=[C:11]([Br:35])[CH:12]=3)=[CH:25][CH:24]=[CH:23][CH:22]=5)=[CH:5][CH:6]=1, predict the reactants needed to synthesize it. (2) The reactants are: [OH:1][CH2:2][C:3]1([C:6]2[N:24]=[C:9]3[C:10]([O:22][CH3:23])=[CH:11][CH:12]=[C:13]([C:14]4[CH:15]=[C:16]([CH:19]=[CH:20][CH:21]=4)[C:17]#[N:18])[N:8]3[N:7]=2)[CH2:5][CH2:4]1.[H-].[Na+].[CH2:27](Br)[C:28]1[CH:33]=[CH:32][CH:31]=[CH:30][CH:29]=1.C([O-])(O)=O.[Na+]. Given the product [CH2:27]([O:1][CH2:2][C:3]1([C:6]2[N:24]=[C:9]3[C:10]([O:22][CH3:23])=[CH:11][CH:12]=[C:13]([C:14]4[CH:15]=[C:16]([CH:19]=[CH:20][CH:21]=4)[C:17]#[N:18])[N:8]3[N:7]=2)[CH2:5][CH2:4]1)[C:28]1[CH:33]=[CH:32][CH:31]=[CH:30][CH:29]=1, predict the reactants needed to synthesize it. (3) Given the product [CH3:15][C:14]1[CH:16]=[CH:17][C:11]([S:8]([O:7][CH2:1][CH2:2]/[CH:3]=[CH:4]\[CH2:5][CH3:6])(=[O:10])=[O:9])=[CH:12][CH:13]=1, predict the reactants needed to synthesize it. The reactants are: [CH2:1]([OH:7])[CH2:2]/[CH:3]=[CH:4]/[CH2:5][CH3:6].[S:8](Cl)([C:11]1[CH:17]=[CH:16][C:14]([CH3:15])=[CH:13][CH:12]=1)(=[O:10])=[O:9].CCN(CC)CC. (4) Given the product [CH3:26][O:27][C:28]1[CH:34]=[CH:33][C:31]([NH:32][C:2]2[C:11]3=[N:12][NH:13][CH:14]=[C:10]3[C:9]3[CH:8]=[C:7]([O:24][CH3:25])[CH:6]=[CH:5][C:4]=3[N:3]=2)=[CH:30][CH:29]=1, predict the reactants needed to synthesize it. The reactants are: Cl[C:2]1[C:11]2=[N:12][N:13](CC3C=CC(OC)=CC=3)[CH:14]=[C:10]2[C:9]2[CH:8]=[C:7]([O:24][CH3:25])[CH:6]=[CH:5][C:4]=2[N:3]=1.[CH3:26][O:27][C:28]1[CH:34]=[CH:33][C:31]([NH2:32])=[CH:30][CH:29]=1.Cl. (5) Given the product [C:1]1([C:27]2[CH:32]=[CH:31][CH:30]=[CH:29][CH:28]=2)[CH:6]=[CH:5][C:4]([NH:7][C:8](=[O:26])[C:9]2[CH:14]=[CH:13][C:12]([CH2:15][O:16][CH2:17][CH2:18][O:19][CH3:20])=[C:11]([NH:21][C:22](=[O:25])[CH2:23][N:40]3[CH2:45][CH2:44][O:43][CH2:42][CH2:41]3)[CH:10]=2)=[CH:3][CH:2]=1, predict the reactants needed to synthesize it. The reactants are: [C:1]1([C:27]2[CH:32]=[CH:31][CH:30]=[CH:29][CH:28]=2)[CH:6]=[CH:5][C:4]([NH:7][C:8](=[O:26])[C:9]2[CH:14]=[CH:13][C:12]([CH2:15][O:16][CH2:17][CH2:18][O:19][CH3:20])=[C:11]([NH:21][C:22](=[O:25])[CH2:23]Cl)[CH:10]=2)=[CH:3][CH:2]=1.C(N(CC)CC)C.[NH:40]1[CH2:45][CH2:44][O:43][CH2:42][CH2:41]1.[I-].[K+]. (6) Given the product [Cl:1][C:2]1[CH:10]=[CH:9][CH:8]=[C:7]2[C:3]=1[CH:4]([C:25]1[C:26]([OH:34])=[CH:27][C:28]3[O:32][CH2:31][CH2:30][C:29]=3[CH:33]=1)[C:5](=[O:24])[N:6]2[CH:11]([C:12]1[CH:13]=[CH:14][CH:15]=[CH:16][CH:17]=1)[C:18]1[CH:23]=[CH:22][CH:21]=[CH:20][CH:19]=1, predict the reactants needed to synthesize it. The reactants are: [Cl:1][C:2]1[CH:10]=[CH:9][CH:8]=[C:7]2[C:3]=1[C:4](O)([C:25]1[C:26]([OH:34])=[CH:27][C:28]3[O:32][CH2:31][CH2:30][C:29]=3[CH:33]=1)[C:5](=[O:24])[N:6]2[CH:11]([C:18]1[CH:23]=[CH:22][CH:21]=[CH:20][CH:19]=1)[C:12]1[CH:17]=[CH:16][CH:15]=[CH:14][CH:13]=1.C([SiH](CC)CC)C.FC(F)(F)C(O)=O. (7) Given the product [NH:1]1[C:5]([CH2:6][C:7]([O:9][CH3:15])=[O:8])=[N:4][N:3]=[N:2]1, predict the reactants needed to synthesize it. The reactants are: [NH:1]1[C:5]([CH2:6][C:7]([OH:9])=[O:8])=[N:4][N:3]=[N:2]1.S(=O)(=O)(O)O.[CH3:15]O.